This data is from Forward reaction prediction with 1.9M reactions from USPTO patents (1976-2016). The task is: Predict the product of the given reaction. (1) Given the reactants [Cl:1][C:2]1[CH:10]=[C:6]([C:7]([OH:9])=O)[C:5]([OH:11])=[CH:4][CH:3]=1.[F:12][C:13]([F:26])([F:25])[C:14]1[CH:20]=[CH:19][C:18]([C:21]([F:24])([F:23])[F:22])=[CH:17][C:15]=1[NH2:16], predict the reaction product. The product is: [Cl:1][C:2]1[CH:3]=[CH:4][C:5]([OH:11])=[C:6]([CH:10]=1)[C:7]([NH:16][C:15]1[CH:17]=[C:18]([C:21]([F:22])([F:23])[F:24])[CH:19]=[CH:20][C:14]=1[C:13]([F:12])([F:25])[F:26])=[O:9]. (2) Given the reactants [NH:1]1[CH2:6][CH2:5][CH:4]([OH:7])[CH2:3][CH2:2]1.CCN(C(C)C)C(C)C.[Cl:17][C:18](Cl)([O:20]C(=O)OC(Cl)(Cl)Cl)Cl, predict the reaction product. The product is: [OH:7][CH:4]1[CH2:5][CH2:6][N:1]([C:18]([Cl:17])=[O:20])[CH2:2][CH2:3]1. (3) Given the reactants [F:1][C:2]1[CH:10]=[C:9]([N+:11]([O-:13])=[O:12])[CH:8]=[CH:7][C:3]=1[C:4](O)=[O:5].[Cl-].[NH4+].C([N:18]=C=NCCCN(C)C)C.ON1C2C=CC=CC=2N=N1.C(N(CC)C(C)C)(C)C.C(=O)([O-])O.[Na+], predict the reaction product. The product is: [F:1][C:2]1[CH:10]=[C:9]([N+:11]([O-:13])=[O:12])[CH:8]=[CH:7][C:3]=1[C:4]([NH2:18])=[O:5]. (4) Given the reactants [CH3:1][O:2][C:3]1[CH:8]=[CH:7][C:6]([C@@H:9]2[CH2:14][CH2:13][CH2:12][CH2:11][C@@H:10]2[N+:15]([O-])=O)=[CH:5][C:4]=1[O:18][CH3:19].C(O)(=O)C, predict the reaction product. The product is: [CH3:1][O:2][C:3]1[CH:8]=[CH:7][C:6]([C@@H:9]2[CH2:14][CH2:13][CH2:12][CH2:11][C@@H:10]2[NH2:15])=[CH:5][C:4]=1[O:18][CH3:19].